From a dataset of Retrosynthesis with 50K atom-mapped reactions and 10 reaction types from USPTO. Predict the reactants needed to synthesize the given product. Given the product C#C/C=C/CN(CC)CCOCCOc1cccc(-c2ccsc2)c1, predict the reactants needed to synthesize it. The reactants are: CCN(C/C=C/C#C[Si](C)(C)C)CCOCCOc1cccc(-c2ccsc2)c1.